From a dataset of Reaction yield outcomes from USPTO patents with 853,638 reactions. Predict the reaction yield, written as a fraction of the theoretical maximum amount of product (1.0 means a 100% yield; for example, 0.34 means a 34% yield). (1) The catalyst is CN(CC1C=C(CN(C)C)C(O)=C(CN(C)C)C=1)C. The reactants are [Cl:1][C:2]1[CH:21]=[C:20]([Cl:22])[CH:19]=[CH:18][C:3]=1[O:4][CH2:5][C:6]([NH:8][C:9]1[CH:10]=[C:11]([CH:15]=[CH:16][CH:17]=1)[C:12](O)=[O:13])=[O:7].[CH3:23][NH:24][CH3:25].C(Cl)CCl.C1C=CC2N(O)N=NC=2C=1.CCN(C(C)C)C(C)C. The yield is 0.560. The product is [Cl:1][C:2]1[CH:21]=[C:20]([Cl:22])[CH:19]=[CH:18][C:3]=1[O:4][CH2:5][C:6]([NH:8][C:9]1[CH:10]=[C:11]([CH:15]=[CH:16][CH:17]=1)[C:12]([N:24]([CH3:25])[CH3:23])=[O:13])=[O:7]. (2) The reactants are [I:1][C:2]1[O:3][C:4]([C:12]2[CH:17]=[CH:16][C:15]([O:18][CH3:19])=[CH:14][CH:13]=2)=[C:5]([C:7]([O:9]CC)=[O:8])[N:6]=1.[OH-].C[Sn+](C)C. The catalyst is ClCCCl. The product is [I:1][C:2]1[O:3][C:4]([C:12]2[CH:17]=[CH:16][C:15]([O:18][CH3:19])=[CH:14][CH:13]=2)=[C:5]([C:7]([OH:9])=[O:8])[N:6]=1. The yield is 0.990. (3) The reactants are [Cl:1][C:2]1[CH:7]=[C:6](Cl)[C:5]([N+:9]([O-:11])=[O:10])=[CH:4][N:3]=1.C(N(CC)CC)C.[CH2:19]([NH2:26])[C:20]1[CH:25]=[CH:24][CH:23]=[CH:22][CH:21]=1. The catalyst is O1CCCC1. The product is [CH2:19]([NH:26][C:6]1[C:5]([N+:9]([O-:11])=[O:10])=[CH:4][N:3]=[C:2]([Cl:1])[CH:7]=1)[C:20]1[CH:25]=[CH:24][CH:23]=[CH:22][CH:21]=1. The yield is 0.710. (4) The reactants are [Cl:1][C:2]1[CH:3]=[C:4]([CH:26]=[CH:27][CH:28]=1)[O:5][C:6]1[CH:15]=[CH:14][C:13]2[NH:12][CH:11]([CH:16]3[CH2:21][CH2:20][CH2:19][CH2:18][CH2:17]3)[CH:10]3[CH2:22][CH2:23][CH2:24][O:25][CH:9]3[C:8]=2[CH:7]=1.Cl. The catalyst is CC(C)=O. The product is [ClH:1].[Cl:1][C:2]1[CH:3]=[C:4]([CH:26]=[CH:27][CH:28]=1)[O:5][C:6]1[CH:15]=[CH:14][C:13]2[NH:12][CH:11]([CH:16]3[CH2:17][CH2:18][CH2:19][CH2:20][CH2:21]3)[CH:10]3[CH2:22][CH2:23][CH2:24][O:25][CH:9]3[C:8]=2[CH:7]=1. The yield is 0.760. (5) The reactants are [NH:1]1[CH2:6][CH2:5][CH:4]([C:7]2[S:8][C:9]3[CH:15]=[CH:14][C:13]([C:16]([F:19])([F:18])[F:17])=[CH:12][C:10]=3[N:11]=2)[CH2:3][CH2:2]1.[O:20]1[CH2:22][CH:21]1[CH2:23][N:24]1[C:32]2[CH2:31][CH2:30][N:29]([C:33](=[O:35])[CH3:34])[CH2:28][C:27]=2[C:26]([C:36]2[CH:41]=[CH:40][C:39]([C:42]([F:45])([F:44])[F:43])=[CH:38][CH:37]=2)=[N:25]1. The catalyst is CCO. The product is [OH:20][CH:21]([CH2:22][N:1]1[CH2:6][CH2:5][CH:4]([C:7]2[S:8][C:9]3[CH:15]=[CH:14][C:13]([C:16]([F:19])([F:18])[F:17])=[CH:12][C:10]=3[N:11]=2)[CH2:3][CH2:2]1)[CH2:23][N:24]1[C:32]2[CH2:31][CH2:30][N:29]([C:33](=[O:35])[CH3:34])[CH2:28][C:27]=2[C:26]([C:36]2[CH:41]=[CH:40][C:39]([C:42]([F:45])([F:44])[F:43])=[CH:38][CH:37]=2)=[N:25]1. The yield is 0.800. (6) The reactants are Cl[C:2]1[N:3]=[C:4]([NH:11][CH:12]2[CH2:14][CH2:13]2)[C:5]2[O:10][CH:9]=[CH:8][C:6]=2[N:7]=1.[NH2:15][C:16]1[CH:24]=[C:23]2[C:19]([CH:20]=[N:21][N:22]2[C:25]([O:27][C:28]([CH3:31])([CH3:30])[CH3:29])=[O:26])=[CH:18][CH:17]=1.C([O-])([O-])=O.[K+].[K+].CC(C1C=C(C(C)C)C(C2C=CC=CC=2P(C2CCCCC2)C2CCCCC2)=C(C(C)C)C=1)C. The catalyst is C1C=CC(/C=C/C(/C=C/C2C=CC=CC=2)=O)=CC=1.C1C=CC(/C=C/C(/C=C/C2C=CC=CC=2)=O)=CC=1.C1C=CC(/C=C/C(/C=C/C2C=CC=CC=2)=O)=CC=1.[Pd].[Pd].CC(O)(C)C. The product is [CH:12]1([NH:11][C:4]2[C:5]3[O:10][CH:9]=[CH:8][C:6]=3[N:7]=[C:2]([NH:15][C:16]3[CH:24]=[C:23]4[C:19]([CH:20]=[N:21][N:22]4[C:25]([O:27][C:28]([CH3:31])([CH3:30])[CH3:29])=[O:26])=[CH:18][CH:17]=3)[N:3]=2)[CH2:14][CH2:13]1. The yield is 0.480. (7) The reactants are [O:1]1[C:3]2([CH2:7][CH2:6][N:5]([C:8]3[N:13]=[C:12]4[N:14]([CH2:17][C:18]5[CH:19]=[C:20]6[C:25](=[CH:26][CH:27]=5)[N:24]=[CH:23][CH:22]=[CH:21]6)[N:15]=[N:16][C:11]4=[N:10][CH:9]=3)[CH2:4]2)[CH2:2]1.CO.[CH3:30][NH2:31].[I-].[K+]. The catalyst is CS(C)=O. The product is [CH3:30][NH:31][CH2:2][C:3]1([OH:1])[CH2:7][CH2:6][N:5]([C:8]2[N:13]=[C:12]3[N:14]([CH2:17][C:18]4[CH:19]=[C:20]5[C:25](=[CH:26][CH:27]=4)[N:24]=[CH:23][CH:22]=[CH:21]5)[N:15]=[N:16][C:11]3=[N:10][CH:9]=2)[CH2:4]1. The yield is 0.250. (8) The reactants are [ClH:1].[NH2:2][CH2:3][C:4]([O:6][CH2:7][CH3:8])=[O:5].[I:9][C:10]1[CH:17]=[CH:16][C:13]([CH2:14]Br)=[CH:12][CH:11]=1.C([O-])([O-])=O.[K+].[K+].Cl. The catalyst is CN(C=O)C.O. The product is [ClH:1].[I:9][C:10]1[CH:17]=[CH:16][C:13]([CH2:14][NH:2][CH2:3][C:4]([O:6][CH2:7][CH3:8])=[O:5])=[CH:12][CH:11]=1. The yield is 0.290. (9) The reactants are C([O:8][C:9]1[CH:14]=[CH:13][N:12]([CH2:15][CH:16]2[CH2:18][CH2:17]2)[C:11](=[O:19])[CH:10]=1)C1C=CC=CC=1. The catalyst is [Pd].C(O)C. The product is [CH:16]1([CH2:15][N:12]2[CH:13]=[CH:14][C:9]([OH:8])=[CH:10][C:11]2=[O:19])[CH2:17][CH2:18]1. The yield is 1.00.